Dataset: Full USPTO retrosynthesis dataset with 1.9M reactions from patents (1976-2016). Task: Predict the reactants needed to synthesize the given product. (1) Given the product [Cl:1][C:2]1[CH:3]=[C:4]([C:8]2[N:13]=[C:12]3[CH2:14][CH2:15][CH2:16][C:11]3=[C:10]([NH:17][C:18]3[CH:19]=[CH:20][C:21]([CH2:24][C:25]([OH:27])=[O:26])=[CH:22][CH:23]=3)[CH:9]=2)[CH:5]=[CH:6][CH:7]=1, predict the reactants needed to synthesize it. The reactants are: [Cl:1][C:2]1[CH:3]=[C:4]([C:8]2[N:13]=[C:12]3[CH2:14][CH2:15][CH2:16][C:11]3=[C:10]([NH:17][C:18]3[CH:23]=[CH:22][C:21]([CH2:24][C:25]([O:27]C)=[O:26])=[CH:20][CH:19]=3)[CH:9]=2)[CH:5]=[CH:6][CH:7]=1.O.[OH-].[Li+].C1COCC1.Cl. (2) Given the product [C:31]([O:34][CH2:35][C:36]1[C:37]([N:45]2[CH2:57][CH2:56][N:48]3[C:49]4[CH2:50][CH2:51][CH2:52][CH2:53][C:54]=4[CH:55]=[C:47]3[C:46]2=[O:58])=[N:38][CH:39]=[CH:40][C:41]=1[C:18]1[CH:19]=[C:14]([NH:13][C:11]2[CH:12]=[C:6]3[CH2:5][N:4]([C:1](=[O:3])[CH3:2])[CH2:9][CH2:8][N:7]3[N:10]=2)[C:15](=[O:30])[N:16]([CH3:29])[CH:17]=1)(=[O:33])[CH3:32], predict the reactants needed to synthesize it. The reactants are: [C:1]([N:4]1[CH2:9][CH2:8][N:7]2[N:10]=[C:11]([NH:13][C:14]3[C:15](=[O:30])[N:16]([CH3:29])[CH:17]=[C:18](B4OC(C)(C)C(C)(C)O4)[CH:19]=3)[CH:12]=[C:6]2[CH2:5]1)(=[O:3])[CH3:2].[C:31]([O:34][CH2:35][C:36]1[C:37]([N:45]2[CH2:57][CH2:56][N:48]3[C:49]4[CH2:50][CH2:51][CH2:52][CH2:53][C:54]=4[CH:55]=[C:47]3[C:46]2=[O:58])=[N:38][CH:39]=[CH:40][C:41]=1B(O)O)(=[O:33])[CH3:32].C([O-])(=O)C.[Na+].[O-]P([O-])([O-])=O.[K+].[K+].[K+]. (3) Given the product [N:3]1[CH:4]=[CH:5][CH:6]=[CH:7][C:2]=1[C:11]#[C:10][CH2:9][CH2:8][C:12]1[O:13][C:14]2[CH:20]=[CH:19][CH:18]=[CH:17][C:15]=2[N:16]=1, predict the reactants needed to synthesize it. The reactants are: Br[C:2]1[CH:7]=[CH:6][CH:5]=[CH:4][N:3]=1.[CH2:8]([C:12]1[O:13][C:14]2[CH:20]=[CH:19][CH:18]=[CH:17][C:15]=2[N:16]=1)[CH2:9][C:10]#[CH:11].C1C=CN/C(=C\N=O)/C=1.